This data is from Forward reaction prediction with 1.9M reactions from USPTO patents (1976-2016). The task is: Predict the product of the given reaction. (1) The product is: [Br:11][C:8]1[CH:9]=[N:10][C:2]2[N:1]=[C:16]([C:15]3[CH:18]=[CH:19][CH:20]=[C:13]([F:12])[CH:14]=3)[NH:6][C:4](=[O:5])[C:3]=2[CH:7]=1. Given the reactants [NH2:1][C:2]1[N:10]=[CH:9][C:8]([Br:11])=[CH:7][C:3]=1[C:4]([NH2:6])=[O:5].[F:12][C:13]1[CH:14]=[C:15]([CH:18]=[CH:19][CH:20]=1)[CH:16]=O.OS([O-])=O.[Na+].CC1C=CC(S(O)(=O)=O)=CC=1, predict the reaction product. (2) Given the reactants [I:1][C:2]1[CH:15]=[CH:14][C:13]2[C:12]3[C:7](=[CH:8][CH:9]=[CH:10][CH:11]=3)[CH2:6][CH2:5][C:4]=2[CH:3]=1.[Br:16]Br.S([O-])(O)=O.[Na+], predict the reaction product. The product is: [Br:16][C:9]1[CH:10]=[CH:11][C:12]2[C:13]3[C:4](=[CH:3][C:2]([I:1])=[CH:15][CH:14]=3)[CH2:5][CH2:6][C:7]=2[CH:8]=1. (3) Given the reactants [N+:1]([C:4]1[CH:9]=[CH:8][C:7]([NH:10][CH:11]([CH2:14][OH:15])[CH2:12][OH:13])=[C:6]([CH3:16])[CH:5]=1)([O-])=O.C1(N)C(F)=C(F)C(F)=C(N)C=1F.[ClH:29].Cl, predict the reaction product. The product is: [ClH:29].[ClH:29].[NH2:1][C:4]1[CH:9]=[CH:8][C:7]([NH:10][CH:11]([CH2:12][OH:13])[CH2:14][OH:15])=[C:6]([CH3:16])[CH:5]=1. (4) Given the reactants N#N.[S:3]1[C:11]2[C:6](=[N:7][CH:8]=[CH:9][C:10]=2O)[CH:5]=[CH:4]1.CN(C)C=O.C(Cl)(=O)C([Cl:21])=O, predict the reaction product. The product is: [Cl:21][C:10]1[CH:9]=[CH:8][N:7]=[C:6]2[CH:5]=[CH:4][S:3][C:11]=12. (5) Given the reactants C[O:2][C@:3]1([C@@H:24]2[CH2:28][S:27][C:26](=[O:29])[N:25]2CC2C=CC(OC)=CC=2)[CH2:20][C@H:19]2[CH2:21][C@@H:5]([CH2:6][CH2:7][CH2:8][CH2:9][CH2:10][CH2:11][CH2:12][CH2:13][CH2:14][C:15]([CH3:23])=[CH:16][C:17](=[O:22])[O:18]2)[O:4]1.CO[C@]1([C@@H]2CSC(=O)N2CC2C=CC(OC)=CC=2)C[C@H]2C[C@@H](CCCC=CCCC(C)=CC(=O)O2)O1, predict the reaction product. The product is: [OH:2][C@:3]1([C@@H:24]2[CH2:28][S:27][C:26](=[O:29])[NH:25]2)[CH2:20][C@H:19]2[CH2:21][C@@H:5]([CH2:6][CH2:7][CH2:8][CH2:9][CH2:10][CH2:11][CH2:12][CH2:13][CH2:14][C:15]([CH3:23])=[CH:16][C:17](=[O:22])[O:18]2)[O:4]1. (6) Given the reactants [Br:1][C:2]1[CH:3]=[CH:4][C:5]2[O:14][CH2:13][CH2:12][C:11]3[S:10][C:9]([C:15]([NH:17][NH2:18])=[O:16])=[N:8][C:7]=3[C:6]=2[CH:19]=1.[C:20]1(C)C=CC(S(O)(=O)=O)=CC=1.C(OCC)C, predict the reaction product. The product is: [Br:1][C:2]1[CH:3]=[CH:4][C:5]2[O:14][CH2:13][CH2:12][C:11]3[S:10][C:9]([C:15]4[O:16][CH:20]=[N:18][N:17]=4)=[N:8][C:7]=3[C:6]=2[CH:19]=1. (7) The product is: [O:42]=[C:12]1[C:11]2[C:10]([CH:9]=[CH:8][N:14]=2)=[N:17][C:15]1=[O:16]. Given the reactants CC(C(N=NC1C=CC(Cl)=CC=1[N+]([O-])=O)C(N[C:8]1C=[CH:12][C:11]2[NH:14][C:15]([NH:17][C:10]=2[CH:9]=1)=[O:16])=O)=O.C1C(C2NC(=O)C3=C(C4C=CC(Cl)=CC=4)NC(=[O:42])C=23)=CC=C(Cl)C=1, predict the reaction product.